Dataset: Full USPTO retrosynthesis dataset with 1.9M reactions from patents (1976-2016). Task: Predict the reactants needed to synthesize the given product. (1) Given the product [CH2:26]([C:25]([C:23]1[N:3]=[N:2][N:1]([CH2:4][C:5]2[CH:14]=[C:13]3[C:8]([C:9]([C:17]4[CH:22]=[CH:21][CH:20]=[CH:19][CH:18]=4)=[CH:10][C:11]([C:15]#[N:16])=[N:12]3)=[CH:7][CH:6]=2)[CH:24]=1)([OH:30])[CH2:28][CH3:29])[CH3:27], predict the reactants needed to synthesize it. The reactants are: [N:1]([CH2:4][C:5]1[CH:14]=[C:13]2[C:8]([C:9]([C:17]3[CH:22]=[CH:21][CH:20]=[CH:19][CH:18]=3)=[CH:10][C:11]([C:15]#[N:16])=[N:12]2)=[CH:7][CH:6]=1)=[N+:2]=[N-:3].[CH2:23]([C:25]([OH:30])([CH2:28][CH3:29])[C:26]#[CH:27])[CH3:24].C(N(C(C)C)CC)(C)C. (2) Given the product [C:1]([O:5][C:6](=[O:7])[NH:8][C@@H:9]1[CH2:11][C@H:10]1[C:12]1[CH:13]=[C:14]([C:17](=[O:19])[NH:26][C:24]2[S:25][C:21]([CH3:20])=[N:22][N:23]=2)[S:15][CH:16]=1)([CH3:2])([CH3:3])[CH3:4], predict the reactants needed to synthesize it. The reactants are: [C:1]([O:5][C:6]([NH:8][C@@H:9]1[CH2:11][C@H:10]1[C:12]1[CH:13]=[C:14]([C:17]([OH:19])=O)[S:15][CH:16]=1)=[O:7])([CH3:4])([CH3:3])[CH3:2].[CH3:20][C:21]1[S:25][C:24]([NH2:26])=[N:23][N:22]=1.C(N(CC)CC)C.F[P-](F)(F)(F)(F)F.N1(OC(N(C)C)=[N+](C)C)C2N=CC=CC=2N=N1. (3) Given the product [NH4+:8].[OH-:20].[CH:10]12[N:15]([CH2:16][CH2:17][CH2:18][CH:19]([C:31]3[CH:38]=[CH:37][C:34]([C:35]#[N:36])=[CH:33][CH:32]=3)[O:20][C:21]3[CH:26]=[CH:25][C:24]([O:27][CH3:28])=[C:23]([O:29][CH3:30])[CH:22]=3)[CH:13]([CH2:12][CH2:11]1)[CH2:14][NH:8][CH2:9]2, predict the reactants needed to synthesize it. The reactants are: C([N:8]1[CH2:14][CH:13]2[N:15]([CH2:16][CH2:17][CH2:18][CH:19]([C:31]3[CH:38]=[CH:37][C:34]([C:35]#[N:36])=[CH:33][CH:32]=3)[O:20][C:21]3[CH:26]=[CH:25][C:24]([O:27][CH3:28])=[C:23]([O:29][CH3:30])[CH:22]=3)[CH:10]([CH2:11][CH2:12]2)[CH2:9]1)C1C=CC=CC=1.N#N.C(Cl)Cl.C(Cl)(Cl)Cl.CO.CC(O)=O. (4) Given the product [O:2]1[CH2:7][CH2:6][N:5]([CH2:8][CH2:9][O:10][C:11]2[CH:19]=[C:18]3[C:14]([C:15]([C:27]4[CH:28]=[C:29]([F:34])[CH:30]=[C:31]([F:33])[CH:32]=4)=[C:16]([C:21]4[CH:26]=[N:38][CH:24]=[N:23][CH:22]=4)[C:17]3=[O:20])=[CH:13][CH:12]=2)[CH2:4][CH2:3]1, predict the reactants needed to synthesize it. The reactants are: Cl.[O:2]1[CH2:7][CH2:6][N:5]([CH2:8][CH2:9][O:10][C:11]2[CH:19]=[C:18]3[C:14]([C:15]([C:27]4[CH:32]=[C:31]([F:33])[CH:30]=[C:29]([F:34])[CH:28]=4)=[C:16]([C:21]4[CH:22]=[N:23][CH:24]=C[CH:26]=4)[C:17]3=[O:20])=[CH:13][CH:12]=2)[CH2:4][CH2:3]1.O1CC[N:38](CCOC2C=C3C(C(C4C=CC=CC=4)=C(Br)C3=O)=CC=2)CC1.N1C=C(B(O)O)C=NC=1. (5) Given the product [CH:12]1([O:1][C:2]2[CH:9]=[C:8]([O:10][CH3:11])[CH:7]=[CH:6][C:3]=2[C:4]#[N:5])[CH2:16][CH2:15][CH2:14][CH2:13]1, predict the reactants needed to synthesize it. The reactants are: [OH:1][C:2]1[CH:9]=[C:8]([O:10][CH3:11])[CH:7]=[CH:6][C:3]=1[C:4]#[N:5].[CH:12]1(O)[CH2:16][CH2:15][CH2:14][CH2:13]1.C1(P(C2C=CC=CC=2)C2C=CC=CC=2)C=CC=CC=1. (6) Given the product [C:41]([O:45][C:46]([N:48]1[CH2:51][C:50]([C:13]2[N:14]([CH3:17])[C:15]3[C:11]([N:12]=2)=[C:10]([N:18]2[CH2:23][CH2:22][O:21][CH2:20][CH2:19]2)[N:9]=[C:8]([N:7]2[C:6]4[CH:24]=[CH:25][CH:26]=[CH:27][C:5]=4[N:4]=[C:3]2[CH2:1][CH3:2])[N:16]=3)([OH:52])[CH2:49]1)=[O:47])([CH3:44])([CH3:42])[CH3:43], predict the reactants needed to synthesize it. The reactants are: [CH2:1]([C:3]1[N:7]([C:8]2[N:16]=[C:15]3[C:11]([N:12]=[CH:13][N:14]3[CH3:17])=[C:10]([N:18]3[CH2:23][CH2:22][O:21][CH2:20][CH2:19]3)[N:9]=2)[C:6]2[CH:24]=[CH:25][CH:26]=[CH:27][C:5]=2[N:4]=1)[CH3:2].CN(CCN(C)C)C.[Li]CCCC.[C:41]([O:45][C:46]([N:48]1[CH2:51][C:50](=[O:52])[CH2:49]1)=[O:47])([CH3:44])([CH3:43])[CH3:42]. (7) Given the product [NH2:33][C:9]1[C:8]2[N:18]=[C:5]([CH2:4][CH2:3][O:2][CH3:1])[N:6]([CH2:19][CH2:20][O:21][CH2:22][CH2:23][N:24]([CH3:32])[C:25](=[O:31])[O:26][C:27]([CH3:30])([CH3:29])[CH3:28])[C:7]=2[C:16]2[CH:15]=[CH:14][CH:13]=[CH:12][C:11]=2[N:10]=1, predict the reactants needed to synthesize it. The reactants are: [CH3:1][O:2][CH2:3][CH2:4][C:5]1[N:6]([CH2:19][CH2:20][O:21][CH2:22][CH2:23][N:24]([CH3:32])[C:25](=[O:31])[O:26][C:27]([CH3:30])([CH3:29])[CH3:28])[C:7]2[C:16]3[CH:15]=[CH:14][CH:13]=[CH:12][C:11]=3[N+:10]([O-])=[CH:9][C:8]=2[N:18]=1.[NH4+:33].[OH-].C1(C)C=CC(S(Cl)(=O)=O)=CC=1.C(Cl)Cl.